Dataset: Full USPTO retrosynthesis dataset with 1.9M reactions from patents (1976-2016). Task: Predict the reactants needed to synthesize the given product. (1) Given the product [F:22][C:23]1[CH:31]=[CH:30][C:29]([CH2:32][C:33]2[C:42]3[C:37](=[CH:38][CH:39]=[CH:40][CH:41]=3)[C:36](=[O:43])[NH:35][N:34]=2)=[CH:28][C:24]=1[C:25]([N:19]1[CH2:20][CH2:21][CH:16]([O:15][CH3:14])[CH2:17][CH2:18]1)=[O:26], predict the reactants needed to synthesize it. The reactants are: Cl.CN(C)CCCN=C=NCC.Cl.[CH3:14][O:15][CH:16]1[CH2:21][CH2:20][NH:19][CH2:18][CH2:17]1.[F:22][C:23]1[CH:31]=[CH:30][C:29]([CH2:32][C:33]2[C:42]3[C:37](=[CH:38][CH:39]=[CH:40][CH:41]=3)[C:36](=[O:43])[NH:35][N:34]=2)=[CH:28][C:24]=1[C:25](O)=[O:26]. (2) Given the product [C:1]([O:5][C:6]([N:8]1[CH:17]([C:18]2[NH:19][CH:20]=[C:21]([C:22]3[CH:27]=[CH:26][CH:25]=[CH:24][CH:23]=3)[N:35]=2)[CH2:16][C:15]2[C:10](=[CH:11][CH:12]=[CH:13][CH:14]=2)[CH2:9]1)=[O:7])([CH3:4])([CH3:3])[CH3:2], predict the reactants needed to synthesize it. The reactants are: [C:1]([O:5][C:6]([N:8]1[CH:17]([C:18](=O)[NH:19][CH2:20][C:21](=O)[C:22]2[CH:27]=[CH:26][CH:25]=[CH:24][CH:23]=2)[CH2:16][C:15]2[C:10](=[CH:11][CH:12]=[CH:13][CH:14]=2)[CH2:9]1)=[O:7])([CH3:4])([CH3:3])[CH3:2].CC(O)=O.[OH-].[NH4+:35]. (3) Given the product [C:31]([O:35][C:36](=[O:48])[CH2:37][O:38][C:39]1[CH:44]=[CH:43][C:42]([Cl:45])=[CH:41][C:40]=1[C:46]#[C:47][C:50]1[CH:51]=[C:52]([S:57]([N:60]([CH:62]2[CH2:63][CH2:64][CH2:65][CH2:66]2)[CH3:61])(=[O:59])=[O:58])[CH:53]=[CH:54][C:55]=1[CH3:56])([CH3:34])([CH3:33])[CH3:32], predict the reactants needed to synthesize it. The reactants are: C(OC(=O)COC1C=CC(Cl)=CC=1C#CC1C=CC=C(S(CCC)(=O)=O)C=1)(C)(C)C.[C:31]([O:35][C:36](=[O:48])[CH2:37][O:38][C:39]1[CH:44]=[CH:43][C:42]([Cl:45])=[CH:41][C:40]=1[C:46]#[CH:47])([CH3:34])([CH3:33])[CH3:32].Br[C:50]1[CH:51]=[C:52]([S:57]([N:60]([CH:62]2[CH2:66][CH2:65][CH2:64][CH2:63]2)[CH3:61])(=[O:59])=[O:58])[CH:53]=[CH:54][C:55]=1[CH3:56]. (4) Given the product [CH3:8][C:6]1([CH3:7])[C:2]([CH3:16])([CH3:1])[O:3][B:4]([C:9]2[CH:14]=[CH:13][C:12]([NH:15][C:18](=[O:19])[O:20][CH2:21][CH2:22][O:23][CH3:24])=[CH:11][CH:10]=2)[O:5]1, predict the reactants needed to synthesize it. The reactants are: [CH3:1][C:2]1([CH3:16])[C:6]([CH3:8])([CH3:7])[O:5][B:4]([C:9]2[CH:14]=[CH:13][C:12]([NH2:15])=[CH:11][CH:10]=2)[O:3]1.Cl[C:18]([O:20][CH2:21][CH2:22][O:23][CH3:24])=[O:19].CN1CCOCC1. (5) The reactants are: C[C:2]1[C:7]([N+:8]([O-:10])=[O:9])=[CH:6][C:5]([N+:11]([O-:13])=[O:12])=[C:4]([OH:14])[C:3]=1[CH:15]([CH3:17])[CH3:16].[CH3:18][CH2:19][CH2:20]C(C1C(O)=C([N+]([O-])=O)C=C([N+]([O-])=O)C=1)C.CC1C(O)=C([N+]([O-])=O)C=C([N+]([O-])=O)C=1. Given the product [CH2:19]1[CH2:20][CH2:16][CH:15]([C:3]2[C:4]([OH:14])=[C:5]([N+:11]([O-:13])=[O:12])[CH:6]=[C:7]([N+:8]([O-:10])=[O:9])[CH:2]=2)[CH2:17][CH2:18]1, predict the reactants needed to synthesize it. (6) Given the product [CH3:22][O:23][C:24]1[CH:25]=[C:26]([CH2:30][C:31]([NH:1][N:2]2[N:11]=[C:10]([S:12]([C:15]3[CH:16]=[CH:17][CH:18]=[CH:19][CH:20]=3)(=[O:14])=[O:13])[C:9]3[C:4](=[CH:5][CH:6]=[CH:7][CH:8]=3)[C:3]2=[O:21])=[O:32])[CH:27]=[CH:28][CH:29]=1, predict the reactants needed to synthesize it. The reactants are: [NH2:1][N:2]1[N:11]=[C:10]([S:12]([C:15]2[CH:20]=[CH:19][CH:18]=[CH:17][CH:16]=2)(=[O:14])=[O:13])[C:9]2[C:4](=[CH:5][CH:6]=[CH:7][CH:8]=2)[C:3]1=[O:21].[CH3:22][O:23][C:24]1[CH:25]=[C:26]([CH2:30][C:31](O)=[O:32])[CH:27]=[CH:28][CH:29]=1. (7) Given the product [CH2:2]([N:9]1[C:34](=[O:36])[CH:33]=[C:21]2[NH:22][N:23]([C:26]3[CH:31]=[CH:30][CH:29]=[CH:28][C:27]=3[Cl:32])[C:24](=[O:25])[C:20]2=[C:10]1[CH2:11][C:12]1[CH:13]=[CH:14][CH:15]=[C:16]([O:42][CH3:40])[CH:17]=1)[C:3]1[CH:8]=[CH:7][CH:6]=[CH:5][CH:4]=1, predict the reactants needed to synthesize it. The reactants are: [Na].[CH2:2]([NH:9]/[C:10](=[C:20]1\[C:21]([CH2:33][C:34]([O:36]C)=O)=[N:22][N:23]([C:26]2[CH:31]=[CH:30][CH:29]=[CH:28][C:27]=2[Cl:32])[C:24]\1=[O:25])/[CH2:11][C:12]1[CH:17]=[CH:16][C:15](OC)=[CH:14][CH:13]=1)[C:3]1[CH:8]=[CH:7][CH:6]=[CH:5][CH:4]=1.Cl.C[CH:40]([OH:42])C.